Dataset: Reaction yield outcomes from USPTO patents with 853,638 reactions. Task: Predict the reaction yield, written as a fraction of the theoretical maximum amount of product (1.0 means a 100% yield; for example, 0.34 means a 34% yield). The reactants are [CH2:1]([C:5]1[N:10]=[C:9]([CH3:11])[N:8]([C:12]2[CH:13]=[C:14]3[C:18](=[CH:19][CH:20]=2)[CH2:17][CH2:16][CH:15]3[OH:21])[C:7](=[O:22])[C:6]=1[CH2:23][C:24]1[CH:29]=[CH:28][C:27]([C:30]2[CH:35]=[CH:34][CH:33]=[CH:32][C:31]=2[C:36]2[NH:40][C:39](=[O:41])[O:38][N:37]=2)=[CH:26][CH:25]=1)[CH2:2][CH2:3][CH3:4].CC(OI1(OC(C)=O)(OC(C)=O)OC(=O)C2C1=CC=CC=2)=O.C(OCC)(=O)C.S([O-])([O-])(=O)=S.[Na+].[Na+]. The catalyst is C(#N)C.O. The product is [CH2:1]([C:5]1[N:10]=[C:9]([CH3:11])[N:8]([C:12]2[CH:13]=[C:14]3[C:18](=[CH:19][CH:20]=2)[CH2:17][CH2:16][C:15]3=[O:21])[C:7](=[O:22])[C:6]=1[CH2:23][C:24]1[CH:29]=[CH:28][C:27]([C:30]2[CH:35]=[CH:34][CH:33]=[CH:32][C:31]=2[C:36]2[NH:40][C:39](=[O:41])[O:38][N:37]=2)=[CH:26][CH:25]=1)[CH2:2][CH2:3][CH3:4]. The yield is 0.820.